Dataset: NCI-60 drug combinations with 297,098 pairs across 59 cell lines. Task: Regression. Given two drug SMILES strings and cell line genomic features, predict the synergy score measuring deviation from expected non-interaction effect. Drug 1: CC1CCC2CC(C(=CC=CC=CC(CC(C(=O)C(C(C(=CC(C(=O)CC(OC(=O)C3CCCCN3C(=O)C(=O)C1(O2)O)C(C)CC4CCC(C(C4)OC)OCCO)C)C)O)OC)C)C)C)OC. Drug 2: CCCCC(=O)OCC(=O)C1(CC(C2=C(C1)C(=C3C(=C2O)C(=O)C4=C(C3=O)C=CC=C4OC)O)OC5CC(C(C(O5)C)O)NC(=O)C(F)(F)F)O. Cell line: EKVX. Synergy scores: CSS=34.9, Synergy_ZIP=10.5, Synergy_Bliss=17.8, Synergy_Loewe=12.8, Synergy_HSA=13.6.